From a dataset of Reaction yield outcomes from USPTO patents with 853,638 reactions. Predict the reaction yield, written as a fraction of the theoretical maximum amount of product (1.0 means a 100% yield; for example, 0.34 means a 34% yield). (1) The reactants are NC1C=[C:6]([N+:8]([O-:10])=[O:9])[CH:5]=[CH:4][C:3]=1[OH:11].C([N:14]([CH2:17][CH3:18])[CH2:15]C)C.C(O)(=O)[CH2:20][C:21]([CH2:26]C(O)=O)([C:23](O)=O)[OH:22].[OH2:32]. The catalyst is C(Cl)Cl.CN(C1C=CN=CC=1)C. The product is [OH:11][C:3]1[CH:4]=[CH:5][C:6]([N+:8]([O-:10])=[O:9])=[CH:18][C:17]=1[NH:14][C:15](=[O:32])[O:22][C:21]([CH3:26])([CH3:23])[CH3:20]. The yield is 0.790. (2) The reactants are OS(O)(=O)=O.[OH:6]O.[CH2:8]([O:15][C:16]1[CH:17]=[C:18]2[C:23](=[CH:24][CH:25]=1)[C:22]([O:26][C:27]1[CH:34]=[CH:33][C:30](C=O)=[CH:29][CH:28]=1)=[C:21]([C:35]1[CH:40]=[CH:39][C:38]([F:41])=[CH:37][CH:36]=1)[CH:20]=[CH:19]2)[C:9]1[CH:14]=[CH:13][CH:12]=[CH:11][CH:10]=1.O. The catalyst is C(Cl)Cl. The product is [CH2:8]([O:15][C:16]1[CH:17]=[C:18]2[C:23](=[CH:24][CH:25]=1)[C:22]([O:26][C:27]1[CH:28]=[CH:29][C:30]([OH:6])=[CH:33][CH:34]=1)=[C:21]([C:35]1[CH:40]=[CH:39][C:38]([F:41])=[CH:37][CH:36]=1)[CH:20]=[CH:19]2)[C:9]1[CH:10]=[CH:11][CH:12]=[CH:13][CH:14]=1. The yield is 0.730. (3) The reactants are [Br:1][C:2]1[CH:7]=[CH:6][C:5]([OH:8])=[C:4]([N+:9]([O-:11])=[O:10])[CH:3]=1.CN(C=O)C.C(=O)([O-])[O-].[K+].[K+].Br[CH2:24][CH:25]=[CH2:26]. The catalyst is O. The product is [CH2:26]([O:8][C:5]1[CH:6]=[CH:7][C:2]([Br:1])=[CH:3][C:4]=1[N+:9]([O-:11])=[O:10])[CH:25]=[CH2:24]. The yield is 0.920. (4) The reactants are [NH2:1][C:2]1[N:7]=[C:6]([Cl:8])[CH:5]=[C:4](Cl)[N:3]=1.[CH3:10][N:11]1[CH2:16][CH2:15][NH:14][CH2:13][CH2:12]1.CCN(CC)CC. The catalyst is CCO. The product is [Cl:8][C:6]1[CH:5]=[C:4]([N:14]2[CH2:15][CH2:16][N:11]([CH3:10])[CH2:12][CH2:13]2)[N:3]=[C:2]([NH2:1])[N:7]=1. The yield is 0.710. (5) The reactants are [O-]P([O-])([O-])=O.[K+].[K+].[K+].[CH2:9]([NH:16][C:17]([NH2:19])=[O:18])[C:10]1[CH:15]=[CH:14][CH:13]=[CH:12][CH:11]=1.Br[C:21]1[CH:22]=[C:23]([CH:25]=[CH:26][CH:27]=1)[NH2:24].CNCCNC. The catalyst is [Cu]I.O1CCOCC1. The product is [CH2:9]([NH:16][C:17]([NH:19][C:21]1[CH:27]=[CH:26][CH:25]=[C:23]([NH2:24])[CH:22]=1)=[O:18])[C:10]1[CH:15]=[CH:14][CH:13]=[CH:12][CH:11]=1. The yield is 0.770. (6) The reactants are [Cl:1][C:2]1[CH:10]=[C:9]2[C:5]([C:6]([CH:11](O)[CH2:12][C:13]3[CH:18]=[CH:17][C:16]([CH2:19][CH3:20])=[CH:15][N:14]=3)=[N:7][NH:8]2)=[CH:4][CH:3]=1.S(Cl)(C)(=O)=O.C1CCN2C(=NCCC2)CC1. The catalyst is C(Cl)Cl. The product is [Cl:1][C:2]1[CH:10]=[C:9]2[C:5]([C:6]([CH:11]=[CH:12][C:13]3[CH:18]=[CH:17][C:16]([CH2:19][CH3:20])=[CH:15][N:14]=3)=[N:7][NH:8]2)=[CH:4][CH:3]=1. The yield is 0.710. (7) The reactants are [Si]([O:8][C@H:9]1[CH2:13][CH2:12][N:11]([CH2:14][C:15]2[CH:20]=[CH:19][C:18]([C:21]3[S:29][C:28]4[C:23](=[N:24][CH:25]=[CH:26][C:27]=4[O:30][C:31]4[CH:36]=[CH:35][C:34]([NH:37][C:38]([NH:40][C:41](=[O:49])[CH2:42][C:43]5[CH:48]=[CH:47][CH:46]=[CH:45][CH:44]=5)=[S:39])=[CH:33][C:32]=4[F:50])[CH:22]=3)=[CH:17][CH:16]=2)[CH2:10]1)(C(C)(C)C)(C)C. The catalyst is CC#N.CO.Cl. The product is [F:50][C:32]1[CH:33]=[C:34]([NH:37][C:38]([NH:40][C:41](=[O:49])[CH2:42][C:43]2[CH:44]=[CH:45][CH:46]=[CH:47][CH:48]=2)=[S:39])[CH:35]=[CH:36][C:31]=1[O:30][C:27]1[CH:26]=[CH:25][N:24]=[C:23]2[CH:22]=[C:21]([C:18]3[CH:17]=[CH:16][C:15]([CH2:14][N:11]4[CH2:12][CH2:13][C@H:9]([OH:8])[CH2:10]4)=[CH:20][CH:19]=3)[S:29][C:28]=12. The yield is 0.0900. (8) The reactants are [CH2:1]([O:8][C:9]1[CH:18]=[C:17]2[C:12]([C:13](Cl)=[N:14][CH:15]=[N:16]2)=[CH:11][C:10]=1[F:20])[C:2]1[CH:7]=[CH:6][CH:5]=[CH:4][CH:3]=1.[NH2:21][C:22]1[CH:26]=[C:25]([CH2:27][C:28]([NH:30][C:31]2[CH:36]=[CH:35][CH:34]=[C:33]([F:37])[CH:32]=2)=[O:29])[NH:24][N:23]=1. The catalyst is CC(O)C.C(OCC)C. The product is [CH2:1]([O:8][C:9]1[CH:18]=[C:17]2[C:12]([C:13]([NH:21][C:22]3[CH:26]=[C:25]([CH2:27][C:28]([NH:30][C:31]4[CH:36]=[CH:35][CH:34]=[C:33]([F:37])[CH:32]=4)=[O:29])[NH:24][N:23]=3)=[N:14][CH:15]=[N:16]2)=[CH:11][C:10]=1[F:20])[C:2]1[CH:7]=[CH:6][CH:5]=[CH:4][CH:3]=1. The yield is 0.920. (9) The reactants are CC(OC([NH:8][CH:9]1[CH2:14][CH2:13][N:12]([C:15]([O:17][CH2:18][C:19]2[CH:24]=[CH:23][CH:22]=[CH:21][CH:20]=2)=[O:16])[CH2:11][CH2:10]1)=O)(C)C.FC(F)(F)C(O)=O. The catalyst is ClCCl. The product is [NH2:8][CH:9]1[CH2:10][CH2:11][N:12]([C:15]([O:17][CH2:18][C:19]2[CH:24]=[CH:23][CH:22]=[CH:21][CH:20]=2)=[O:16])[CH2:13][CH2:14]1. The yield is 1.00. (10) The reactants are [Br:1][C:2]1[CH:3]=[C:4]([CH:9]=[C:10]([C:12](=[O:17])N(OC)C)[CH:11]=1)[C:5]([O:7][CH3:8])=[O:6].[CH3:18][Mg]Cl. The catalyst is C1COCC1. The product is [C:12]([C:10]1[CH:9]=[C:4]([CH:3]=[C:2]([Br:1])[CH:11]=1)[C:5]([O:7][CH3:8])=[O:6])(=[O:17])[CH3:18]. The yield is 0.490.